From a dataset of Peptide-MHC class I binding affinity with 185,985 pairs from IEDB/IMGT. Regression. Given a peptide amino acid sequence and an MHC pseudo amino acid sequence, predict their binding affinity value. This is MHC class I binding data. (1) The peptide sequence is AWNFLEVEDY. The MHC is HLA-A30:02 with pseudo-sequence HLA-A30:02. The binding affinity (normalized) is 0.589. (2) The peptide sequence is SVEVKLPDY. The MHC is HLA-A80:01 with pseudo-sequence HLA-A80:01. The binding affinity (normalized) is 0.344. (3) The peptide sequence is FQVNRFTGY. The MHC is HLA-A02:06 with pseudo-sequence HLA-A02:06. The binding affinity (normalized) is 0.851. (4) The peptide sequence is LPIDKCSRI. The MHC is HLA-A26:01 with pseudo-sequence HLA-A26:01. The binding affinity (normalized) is 0.0847. (5) The peptide sequence is SLSTFQQMWI. The MHC is HLA-A02:06 with pseudo-sequence HLA-A02:06. The binding affinity (normalized) is 0.383. (6) The peptide sequence is FQTSDNPVF. The MHC is Mamu-B17 with pseudo-sequence Mamu-B17. The binding affinity (normalized) is 0.372.